The task is: Predict the product of the given reaction.. This data is from Forward reaction prediction with 1.9M reactions from USPTO patents (1976-2016). (1) Given the reactants [F:1][C:2]1[CH:3]=[C:4]([CH:7]=[CH:8][C:9]=1[C:10]1[C:22]2[C:21]3[CH:20]=[C:19]([OH:23])[C:18]([O:24][CH3:25])=[CH:17][C:16]=3[N:15]=[CH:14][C:13]=2[N:12]([CH3:26])[N:11]=1)[C:5]#[N:6].C1C=CC(N([S:34]([C:37]([F:40])([F:39])[F:38])(=[O:36])=[O:35])[S:34]([C:37]([F:40])([F:39])[F:38])(=[O:36])=[O:35])=CC=1.CCN(C(C)C)C(C)C.O, predict the reaction product. The product is: [C:5]([C:4]1[CH:7]=[CH:8][C:9]([C:10]2[C:22]3[C:21]4[CH:20]=[C:19]([O:23][S:34]([C:37]([F:40])([F:39])[F:38])(=[O:36])=[O:35])[C:18]([O:24][CH3:25])=[CH:17][C:16]=4[N:15]=[CH:14][C:13]=3[N:12]([CH3:26])[N:11]=2)=[C:2]([F:1])[CH:3]=1)#[N:6]. (2) Given the reactants [Cl:1][C:2]1[CH:7]=[CH:6][C:5]([Cl:8])=[CH:4][C:3]=1[C:9]1[C:10]2[C:35](=[O:36])[CH2:34][CH2:33][C:11]=2[N:12]([CH2:16][C:17]([NH:19][C:20]2[CH:32]=[CH:31][C:23]([C:24]([O:26]C(C)(C)C)=[O:25])=[CH:22][CH:21]=2)=[O:18])[C:13](=[O:15])[CH:14]=1.C(O)(C(F)(F)F)=O, predict the reaction product. The product is: [Cl:1][C:2]1[CH:7]=[CH:6][C:5]([Cl:8])=[CH:4][C:3]=1[C:9]1[C:10]2[C:35](=[O:36])[CH2:34][CH2:33][C:11]=2[N:12]([CH2:16][C:17]([NH:19][C:20]2[CH:32]=[CH:31][C:23]([C:24]([OH:26])=[O:25])=[CH:22][CH:21]=2)=[O:18])[C:13](=[O:15])[CH:14]=1. (3) Given the reactants Cl[C:2]1[CH:3]=[C:4]([CH:9]=[C:10]([CH3:12])[N:11]=1)[C:5]([O:7][CH3:8])=[O:6].[CH:13]1([CH2:16][C:17]([NH2:19])=[O:18])[CH2:15][CH2:14]1, predict the reaction product. The product is: [CH:13]1([CH2:16][C:17]([NH:19][C:2]2[CH:3]=[C:4]([CH:9]=[C:10]([CH3:12])[N:11]=2)[C:5]([O:7][CH3:8])=[O:6])=[O:18])[CH2:15][CH2:14]1. (4) The product is: [CH:43]([O:46][CH2:47][CH2:48][NH:49][S:31]([NH:34][C:35](=[O:36])[O:29][CH2:28][CH2:27][CH2:26][C:14]1[CH:15]=[CH:16][C:17]([O:19][CH2:20][C:21]2[O:22][CH:23]=[CH:24][CH:25]=2)=[CH:18][C:13]=1[O:12][C:3]1[C:2]([Cl:1])=[CH:7][C:6]([C:8]([F:11])([F:10])[F:9])=[CH:5][N:4]=1)(=[O:33])=[O:32])([CH3:45])[CH3:44]. Given the reactants [Cl:1][C:2]1[C:3]([O:12][C:13]2[CH:18]=[C:17]([O:19][CH2:20][C:21]3[O:22][CH:23]=[CH:24][CH:25]=3)[CH:16]=[CH:15][C:14]=2[CH2:26][CH2:27][CH2:28][OH:29])=[N:4][CH:5]=[C:6]([C:8]([F:11])([F:10])[F:9])[CH:7]=1.Cl[S:31]([N:34]=[C:35]=[O:36])(=[O:33])=[O:32].N1C=CC=CC=1.[CH:43]([O:46][CH2:47][CH2:48][NH2:49])([CH3:45])[CH3:44], predict the reaction product. (5) Given the reactants [CH2:1]=O.[NH2:3][C@H:4]([C:15]([OH:17])=[O:16])[CH2:5][C:6]1[C:14]2[C:9](=[CH:10][CH:11]=[CH:12][CH:13]=2)[NH:8][CH:7]=1.[OH-].[Na+].Cl, predict the reaction product. The product is: [CH2:1]1[C:7]2[NH:8][C:9]3[C:14]([C:6]=2[CH2:5][C@@H:4]([C:15]([OH:17])=[O:16])[NH:3]1)=[CH:13][CH:12]=[CH:11][CH:10]=3. (6) Given the reactants [Br:1][C:2]1[CH:8]=[CH:7][C:5]([NH2:6])=[C:4]([C:9]2[NH:10][C:11]3[C:16]([CH:17]=2)=[CH:15][CH:14]=[CH:13][CH:12]=3)[CH:3]=1.[CH:18](O)=O, predict the reaction product. The product is: [Br:1][C:2]1[CH:3]=[C:4]2[C:5](=[CH:7][CH:8]=1)[N:6]=[CH:18][N:10]1[C:11]3[CH:12]=[CH:13][CH:14]=[CH:15][C:16]=3[CH:17]=[C:9]21. (7) Given the reactants [CH3:1][O:2][C:3]1[CH:4]=[C:5]([NH2:15])[CH:6]=[CH:7][C:8]=1[N:9]1[CH:13]=[C:12]([CH3:14])[N:11]=[CH:10]1.Cl[C:17]1[N:22]=[C:21]([O:23][CH3:24])[N:20]=[C:19]([CH3:25])[N:18]=1, predict the reaction product. The product is: [CH3:1][O:2][C:3]1[CH:4]=[C:5]([NH:15][C:17]2[N:22]=[C:21]([O:23][CH3:24])[N:20]=[C:19]([CH3:25])[N:18]=2)[CH:6]=[CH:7][C:8]=1[N:9]1[CH:13]=[C:12]([CH3:14])[N:11]=[CH:10]1. (8) Given the reactants [OH:1][C:2]1[C:11]2[C:6](=[N:7][CH:8]=[CH:9][CH:10]=2)[N:5]([C:12]2[CH:17]=[CH:16][CH:15]=[CH:14][CH:13]=2)[C:4](=[O:18])[CH:3]=1.[H-].[Na+].[F:21][C:22]([F:34])([F:33])[C:23]1[CH:24]=[C:25]([CH2:29][C:30](Cl)=[O:31])[CH:26]=[CH:27][CH:28]=1, predict the reaction product. The product is: [OH:1][C:2]1[C:11]2[C:6](=[N:7][CH:8]=[CH:9][CH:10]=2)[N:5]([C:12]2[CH:13]=[CH:14][CH:15]=[CH:16][CH:17]=2)[C:4](=[O:18])[C:3]=1[C:30](=[O:31])[CH2:29][C:25]1[CH:26]=[CH:27][CH:28]=[C:23]([C:22]([F:33])([F:21])[F:34])[CH:24]=1. (9) Given the reactants [F:1][C:2]1[CH:7]=[CH:6][C:5]([S:8]([C:11]2[CH:12]=[CH:13][C:14]([CH2:21][CH2:22][CH3:23])=[C:15]([S:17](Cl)(=[O:19])=[O:18])[CH:16]=2)(=[O:10])=[O:9])=[CH:4][CH:3]=1.[N:24]1[CH:29]=[CH:28][C:27]([CH2:30][CH2:31][NH2:32])=[CH:26][CH:25]=1, predict the reaction product. The product is: [F:1][C:2]1[CH:7]=[CH:6][C:5]([S:8]([C:11]2[CH:12]=[CH:13][C:14]([CH2:21][CH2:22][CH3:23])=[C:15]([S:17]([NH:32][CH2:31][CH2:30][C:27]3[CH:28]=[CH:29][N:24]=[CH:25][CH:26]=3)(=[O:19])=[O:18])[CH:16]=2)(=[O:10])=[O:9])=[CH:4][CH:3]=1.